This data is from Reaction yield outcomes from USPTO patents with 853,638 reactions. The task is: Predict the reaction yield, written as a fraction of the theoretical maximum amount of product (1.0 means a 100% yield; for example, 0.34 means a 34% yield). (1) The product is [NH2:11][S:8]([C:3]1[CH:4]=[CH:5][CH:6]=[CH:7][C:2]=1[N:12]1[CH2:17][CH2:16][NH:15][CH2:14][CH2:13]1)(=[O:10])=[O:9]. The catalyst is O1CCOCC1. The yield is 1.00. The reactants are F[C:2]1[CH:7]=[CH:6][CH:5]=[CH:4][C:3]=1[S:8]([NH2:11])(=[O:10])=[O:9].[NH:12]1[CH2:17][CH2:16][NH:15][CH2:14][CH2:13]1. (2) The reactants are [N:1]12[CH2:8][CH2:7][C:4]([C:9]([C:17]3[CH:22]=[CH:21][CH:20]=[CH:19][CH:18]=3)([C:11]3[CH:16]=[CH:15][CH:14]=[CH:13][CH:12]=3)[OH:10])([CH2:5][CH2:6]1)[CH2:3][CH2:2]2.[Br:23][CH2:24][CH2:25][CH2:26][O:27][C:28]1[CH:33]=[CH:32][C:31]([O:34][CH2:35][C:36]2[CH:41]=[CH:40][CH:39]=[CH:38][CH:37]=2)=[CH:30][CH:29]=1. The catalyst is CC#N. The product is [Br-:23].[OH:10][C:9]([C:17]1[CH:22]=[CH:21][CH:20]=[CH:19][CH:18]=1)([C:11]1[CH:12]=[CH:13][CH:14]=[CH:15][CH:16]=1)[C:4]12[CH2:5][CH2:6][N+:1]([CH2:24][CH2:25][CH2:26][O:27][C:28]3[CH:33]=[CH:32][C:31]([O:34][CH2:35][C:36]4[CH:41]=[CH:40][CH:39]=[CH:38][CH:37]=4)=[CH:30][CH:29]=3)([CH2:2][CH2:3]1)[CH2:8][CH2:7]2. The yield is 0.833. (3) The reactants are [Cl:1][C:2]1[CH:3]=[C:4]([CH2:20][C:21]([O:23]CC)=[O:22])[CH:5]=[CH:6][C:7]=1[O:8][CH2:9][C:10]1[CH:19]=[CH:18][C:17]2[C:12](=[CH:13][CH:14]=[CH:15][CH:16]=2)[N:11]=1.CO.O[Li].O.Cl. The catalyst is O.C1COCC1. The product is [Cl:1][C:2]1[CH:3]=[C:4]([CH2:20][C:21]([OH:23])=[O:22])[CH:5]=[CH:6][C:7]=1[O:8][CH2:9][C:10]1[CH:19]=[CH:18][C:17]2[C:12](=[CH:13][CH:14]=[CH:15][CH:16]=2)[N:11]=1. The yield is 0.860. (4) The reactants are [CH3:1][C:2]1[C:11]([NH:12][C:13]([C:15]2[C:20]([CH3:21])=[CH:19][CH:18]=[C:17]([C:22]3[CH:27]=[CH:26][CH:25]=[CH:24][CH:23]=3)[N:16]=2)=[O:14])=[C:10]([CH3:28])[CH:9]=[CH:8][C:3]=1[C:4]([O:6]C)=[O:5].[OH-].[Na+].Cl. The catalyst is C1COCC1.CO. The product is [CH3:1][C:2]1[C:11]([NH:12][C:13]([C:15]2[C:20]([CH3:21])=[CH:19][CH:18]=[C:17]([C:22]3[CH:27]=[CH:26][CH:25]=[CH:24][CH:23]=3)[N:16]=2)=[O:14])=[C:10]([CH3:28])[CH:9]=[CH:8][C:3]=1[C:4]([OH:6])=[O:5]. The yield is 0.723. (5) The reactants are [C:1](Cl)(=[O:3])C.[Br:5][C:6]1[C:14]2[C:9](=[N:10][CH:11]=[CH:12][CH:13]=2)[S:8][C:7]=1[CH:15]([O:18][Si](C)(C)C)[C:16]#N.C[OH:24]. No catalyst specified. The product is [Br:5][C:6]1[C:14]2[C:9](=[N:10][CH:11]=[CH:12][CH:13]=2)[S:8][C:7]=1[CH:15]([OH:18])[C:16]([O:3][CH3:1])=[O:24]. The yield is 0.700. (6) The reactants are [C:1]([N:4]1[C:13]2[C:8](=[CH:9][CH:10]=[CH:11][CH:12]=2)[C@@H:7]([OH:14])[CH2:6][C@@H:5]1[CH3:15])(=[O:3])[CH3:2].[F:16][C:17]1[CH:22]=[CH:21][C:20](O)=[CH:19][CH:18]=1.C(P(CCCC)CCCC)CCC. The catalyst is C1(C)C=CC=CC=1. The product is [C:1]([N:4]1[C:13]2[C:8](=[CH:9][CH:10]=[CH:11][CH:12]=2)[C@H:7]([O:14][C:20]2[CH:21]=[CH:22][C:17]([F:16])=[CH:18][CH:19]=2)[CH2:6][C@@H:5]1[CH3:15])(=[O:3])[CH3:2]. The yield is 0.360.